From a dataset of Forward reaction prediction with 1.9M reactions from USPTO patents (1976-2016). Predict the product of the given reaction. (1) Given the reactants C(OC(=O)[NH:7][C@@H:8]([C:24](=[O:47])[NH:25][C@H:26]([C:35](=[O:46])[NH:36][C:37]1[S:38][CH:39]=[C:40]([C:42](=[O:45])[CH2:43][CH3:44])[N:41]=1)[C@H:27]([C:29]1[CH:34]=[CH:33][CH:32]=[CH:31][CH:30]=1)[CH3:28])[C:9]1[CH:14]=[CH:13][C:12]([O:15][CH2:16][CH2:17][N:18]2[CH2:23][CH2:22][CH2:21][CH2:20][CH2:19]2)=[CH:11][CH:10]=1)(C)(C)C, predict the reaction product. The product is: [NH2:7][C@H:8]([C:9]1[CH:10]=[CH:11][C:12]([O:15][CH2:16][CH2:17][N:18]2[CH2:19][CH2:20][CH2:21][CH2:22][CH2:23]2)=[CH:13][CH:14]=1)[C:24]([NH:25][C@@H:26]([C@H:27]([C:29]1[CH:34]=[CH:33][CH:32]=[CH:31][CH:30]=1)[CH3:28])[C:35]([NH:36][C:37]1[S:38][CH:39]=[C:40]([C:42](=[O:45])[CH2:43][CH3:44])[N:41]=1)=[O:46])=[O:47]. (2) Given the reactants [CH3:1][O:2][C:3]1[CH:4]=[CH:5][C:6]([CH3:14])=[C:7]([CH:13]=1)[C:8]([O:10][CH2:11][CH3:12])=[O:9].[Br:15]N1C(=O)CCC1=O.C(OOC(=O)C1C=CC=CC=1)(=O)C1C=CC=CC=1, predict the reaction product. The product is: [Br:15][CH2:14][C:6]1[CH:5]=[CH:4][C:3]([O:2][CH3:1])=[CH:13][C:7]=1[C:8]([O:10][CH2:11][CH3:12])=[O:9]. (3) Given the reactants [CH3:1][N:2]1[C:10]2[C:5](=[CH:6][CH:7]=[CH:8][C:9]=2/[CH:11]=[CH:12]/[C:13]([O:15]CC)=[O:14])[C:4]([CH3:19])([CH3:18])[C:3]1=[O:20].[OH-].[Na+].Cl, predict the reaction product. The product is: [CH3:1][N:2]1[C:10]2[C:5](=[CH:6][CH:7]=[CH:8][C:9]=2/[CH:11]=[CH:12]/[C:13]([OH:15])=[O:14])[C:4]([CH3:18])([CH3:19])[C:3]1=[O:20]. (4) Given the reactants [Cl:1]/[CH:2]=[C:3]1\[CH2:4][S:5][C:6]2[C:11]([C:12]\1=[O:13])=[CH:10][C:9]([F:14])=[CH:8][CH:7]=2, predict the reaction product. The product is: [Cl:1]/[CH:2]=[C:3]1/[CH2:4][S:5][C:6]2[C:11]([C:12]/1=[O:13])=[CH:10][C:9]([F:14])=[CH:8][CH:7]=2. (5) Given the reactants [Br:1][C:2]1[CH:3]=[N:4][C:5]2[N:6]([N:8]=[C:9]([C:11]([N:13]3[CH2:18][CH2:17][C:16]4[CH:19]=[CH:20][NH:21][C:15]=4[CH:14]3[CH3:22])=[O:12])[CH:10]=2)[CH:7]=1.[C:23](O)(=[O:25])[CH3:24], predict the reaction product. The product is: [Br:1][C:2]1[CH:3]=[N:4][C:5]2[N:6]([N:8]=[C:9]([C:11]([N:13]3[CH2:18][CH2:17][C:16]4[CH:19]=[CH:20][N:21]([C:23](=[O:25])[CH3:24])[C:15]=4[CH:14]3[CH3:22])=[O:12])[CH:10]=2)[CH:7]=1. (6) Given the reactants [CH3:1][C:2]1[CH:7]=[N:6][C:5]([C:8]([OH:10])=O)=[CH:4][N:3]=1.[CH2:11]([O:13][C:14]1[CH:20]=[CH:19][C:17]([NH2:18])=[C:16]([N+:21]([O-:23])=[O:22])[CH:15]=1)[CH3:12], predict the reaction product. The product is: [CH3:1][C:2]1[N:3]=[CH:4][C:5]([C:8]([NH:18][C:17]2[CH:19]=[CH:20][C:14]([O:13][CH2:11][CH3:12])=[CH:15][C:16]=2[N+:21]([O-:23])=[O:22])=[O:10])=[N:6][CH:7]=1.